Dataset: Reaction yield outcomes from USPTO patents with 853,638 reactions. Task: Predict the reaction yield, written as a fraction of the theoretical maximum amount of product (1.0 means a 100% yield; for example, 0.34 means a 34% yield). (1) The reactants are [Br:1][C:2]1[CH:3]=[C:4]([C:9]2[CH:14]=[CH:13][C:12]([CH2:15][NH:16][C:17](=[O:23])[O:18][C:19]([CH3:22])([CH3:21])[CH3:20])=[CH:11][CH:10]=2)[CH:5]=[CH:6][C:7]=1[OH:8].Br[CH2:25][C:26]([O:28][CH3:29])=[O:27].C(=O)([O-])[O-].[K+].[K+]. The catalyst is CN(C=O)C. The product is [CH3:29][O:28][C:26](=[O:27])[CH2:25][O:8][C:7]1[CH:6]=[CH:5][C:4]([C:9]2[CH:10]=[CH:11][C:12]([CH2:15][NH:16][C:17]([O:18][C:19]([CH3:20])([CH3:22])[CH3:21])=[O:23])=[CH:13][CH:14]=2)=[CH:3][C:2]=1[Br:1]. The yield is 0.930. (2) The reactants are Br[C:2]1[CH:11]=[C:10]2[C:5]([CH:6]=[C:7]([NH:12][C:13]([CH:15]3[CH2:17][CH2:16]3)=[O:14])[N:8]=[CH:9]2)=[CH:4][CH:3]=1.[NH2:18][C:19]1[CH:24]=[CH:23][CH:22]=[CH:21][CH:20]=1.CC(C1C=C(C(C)C)C(C2C=CC=CC=2P(C2CCCCC2)C2CCCCC2)=C(C(C)C)C=1)C.C(=O)([O-])[O-].[Cs+].[Cs+]. The catalyst is COCCOC.C([O-])(=O)C.[Pd+2].C([O-])(=O)C. The product is [C:19]1([NH:18][C:2]2[CH:11]=[C:10]3[C:5]([CH:6]=[C:7]([NH:12][C:13]([CH:15]4[CH2:17][CH2:16]4)=[O:14])[N:8]=[CH:9]3)=[CH:4][CH:3]=2)[CH:24]=[CH:23][CH:22]=[CH:21][CH:20]=1. The yield is 0.445. (3) The reactants are [I:1][C:2]1[CH:10]=[C:6]([C:7](O)=[O:8])[C:5]([OH:11])=[CH:4][CH:3]=1.Cl. The catalyst is O1CCCC1. The product is [OH:11][C:5]1[CH:4]=[CH:3][C:2]([I:1])=[CH:10][C:6]=1[CH2:7][OH:8]. The yield is 0.900. (4) The reactants are [CH3:1][C:2]1[CH:6]=[C:5]([OH:7])[N:4]([C:8]2[CH:13]=[CH:12][CH:11]=[CH:10][CH:9]=2)[N:3]=1.[OH-].[Ca+2].[OH-].Cl[C:18]([O:20][CH2:21][C:22]1[CH:27]=[CH:26][CH:25]=[CH:24][CH:23]=1)=[O:19].Cl. The catalyst is O1CCOCC1. The product is [CH3:1][C:2]1[NH:3][N:4]([C:8]2[CH:9]=[CH:10][CH:11]=[CH:12][CH:13]=2)[C:5](=[O:7])[C:6]=1[C:18]([O:20][CH2:21][C:22]1[CH:27]=[CH:26][CH:25]=[CH:24][CH:23]=1)=[O:19]. The yield is 0.790. (5) The reactants are [Br:1][C:2]1[CH:7]=[CH:6][C:5]([NH2:8])=[C:4]([CH3:9])[CH:3]=1.[F:10][C:11]([F:22])([F:21])[C:12](O[C:12](=[O:13])[C:11]([F:22])([F:21])[F:10])=[O:13]. The catalyst is ClCCl. The product is [Br:1][C:2]1[CH:7]=[CH:6][C:5]([NH:8][C:12](=[O:13])[C:11]([F:22])([F:21])[F:10])=[C:4]([CH3:9])[CH:3]=1. The yield is 0.980. (6) The product is [CH3:22][O:15][C:14]([C@H:10]1[C@H:11]([CH3:13])[CH2:12][N:8]([CH2:1][C:2]2[CH:3]=[CH:4][CH:5]=[CH:6][CH:7]=2)[CH2:9]1)=[O:16]. No catalyst specified. The yield is 0.680. The reactants are [CH2:1]([N:8]1[CH2:12][C@@H:11]([CH3:13])[C@H:10]([C:14]([OH:16])=[O:15])[CH2:9]1)[C:2]1[CH:7]=[CH:6][CH:5]=[CH:4][CH:3]=1.OS(O)(=O)=O.[CH3:22]O. (7) The reactants are [C:1]([N:5]1[C:9]2[N:10]=[C:11]([NH:14][C:15](=[O:23])[C:16]3[CH:21]=[CH:20][C:19]([CH3:22])=[CH:18][CH:17]=3)[N:12]=[CH:13][C:8]=2[C:7](I)=[CH:6]1)([CH3:4])([CH3:3])[CH3:2].[CH2:25]([NH2:27])[CH3:26].C1C[O:31][CH2:30]C1. The catalyst is CN(C=O)C.CCOC(C)=O.Cl[Pd](Cl)([P](C1C=CC=CC=1)(C1C=CC=CC=1)C1C=CC=CC=1)[P](C1C=CC=CC=1)(C1C=CC=CC=1)C1C=CC=CC=1. The product is [CH2:25]([NH:27][C:30]([C:7]1[C:8]2[CH:13]=[N:12][C:11]([NH:14][C:15](=[O:23])[C:16]3[CH:21]=[CH:20][C:19]([CH3:22])=[CH:18][CH:17]=3)=[N:10][C:9]=2[N:5]([C:1]([CH3:4])([CH3:3])[CH3:2])[CH:6]=1)=[O:31])[CH3:26]. The yield is 0.610.